This data is from Full USPTO retrosynthesis dataset with 1.9M reactions from patents (1976-2016). The task is: Predict the reactants needed to synthesize the given product. Given the product [CH3:19][O:17][C:15]([C:8]1[NH:9][CH:10]=[C:11]([N+:12]([O-:14])=[O:13])[CH:7]=1)=[O:16], predict the reactants needed to synthesize it. The reactants are: OS(O)(=O)=O.C[C:7]1[C:11]([N+:12]([O-:14])=[O:13])=[CH:10][NH:9][C:8]=1[C:15]([OH:17])=[O:16].O.[CH3:19]O.